This data is from Forward reaction prediction with 1.9M reactions from USPTO patents (1976-2016). The task is: Predict the product of the given reaction. (1) Given the reactants [Cl:1][C:2]1[CH:17]=[CH:16][C:5]([CH2:6][N:7]2[CH2:12][C@@H:11]([CH3:13])[CH:10]([NH2:14])[CH2:9][C@@H:8]2[CH3:15])=[CH:4][CH:3]=1.[F:18][C:19]1[CH:24]=[CH:23][C:22]([CH2:25][C:26]([O:28][CH3:29])=[O:27])=[C:21]([O:30][CH2:31][C@@H:32]2[CH2:34][O:33]2)[CH:20]=1.[CH2:35](O)C, predict the reaction product. The product is: [Cl:1][C:2]1[CH:17]=[CH:16][C:5]([CH2:6][N:7]2[CH2:12][C@@H:11]([CH3:13])[C@H:10]([NH:14][CH2:35][C@@:32]([OH:33])([CH3:34])[CH2:31][O:30][C:21]3[CH:20]=[C:19]([F:18])[CH:24]=[CH:23][C:22]=3[CH2:25][C:26]([O-:28])=[O:27])[CH2:9][C@@H:8]2[CH3:15])=[CH:4][CH:3]=1.[Cl:1][C:2]1[CH:17]=[CH:16][C:5]([CH2:6][N:7]2[CH2:12][C@@H:11]([CH3:13])[C@@H:10]([NH:14][CH2:35][C@@:32]([OH:33])([CH3:34])[CH2:31][O:30][C:21]3[CH:20]=[C:19]([F:18])[CH:24]=[CH:23][C:22]=3[CH2:25][C:26]([O:28][CH3:29])=[O:27])[CH2:9][C@@H:8]2[CH3:15])=[CH:4][CH:3]=1. (2) Given the reactants [CH2:1]([N:8]([CH3:18])[CH:9]1[CH2:17][C@@H:12]2[CH2:13][NH:14][CH2:15][CH2:16][C@@H:11]2[CH2:10]1)[C:2]1[CH:7]=[CH:6][CH:5]=[CH:4][CH:3]=1.[C:19](O[C:19]([O:21][C:22]([CH3:25])([CH3:24])[CH3:23])=[O:20])([O:21][C:22]([CH3:25])([CH3:24])[CH3:23])=[O:20].C(N)C.O, predict the reaction product. The product is: [CH2:1]([N:8]([CH3:18])[CH:9]1[CH2:17][C@@H:12]2[CH2:13][N:14]([C:19]([O:21][C:22]([CH3:25])([CH3:24])[CH3:23])=[O:20])[CH2:15][CH2:16][C@@H:11]2[CH2:10]1)[C:2]1[CH:3]=[CH:4][CH:5]=[CH:6][CH:7]=1.